Task: Regression. Given a peptide amino acid sequence and an MHC pseudo amino acid sequence, predict their binding affinity value. This is MHC class I binding data.. Dataset: Peptide-MHC class I binding affinity with 185,985 pairs from IEDB/IMGT (1) The peptide sequence is MPKPSLFVR. The MHC is HLA-A03:01 with pseudo-sequence HLA-A03:01. The binding affinity (normalized) is 0.0847. (2) The peptide sequence is GVFPINESF. The MHC is HLA-A01:01 with pseudo-sequence HLA-A01:01. The binding affinity (normalized) is 0.0847. (3) The peptide sequence is MVRVLTVI. The MHC is HLA-C05:01 with pseudo-sequence HLA-C05:01. The binding affinity (normalized) is 0.0847.